From a dataset of Full USPTO retrosynthesis dataset with 1.9M reactions from patents (1976-2016). Predict the reactants needed to synthesize the given product. (1) Given the product [C:6]([O:15][C:6]1([CH2:3][C:1]#[N:2])[CH:7]2[CH2:13][CH:11]3[CH2:10][CH:9]([CH2:14][CH:5]1[CH2:12]3)[CH2:8]2)(=[O:15])[C:5]([CH3:14])=[CH2:12], predict the reactants needed to synthesize it. The reactants are: [C:1]([CH2:3]Br)#[N:2].[CH:5]12[CH2:14][CH:9]3[CH2:10][CH:11]([CH2:13][CH:7]([CH2:8]3)[C:6]1=[O:15])[CH2:12]2.[Cl-]. (2) Given the product [NH2:1][C:2]1[N:7]=[C:6]([NH:8][CH2:9][C:10]([NH:12][C:13]2[CH:18]=[CH:17][CH:16]=[C:15]([C:19]([F:22])([F:21])[F:20])[CH:14]=2)=[O:11])[C:5]([CH:23]=[N:34][OH:33])=[C:4]([S:25][CH3:26])[N:3]=1, predict the reactants needed to synthesize it. The reactants are: [NH2:1][C:2]1[N:7]=[C:6]([NH:8][CH2:9][C:10]([NH:12][C:13]2[CH:18]=[CH:17][CH:16]=[C:15]([C:19]([F:22])([F:21])[F:20])[CH:14]=2)=[O:11])[C:5]([CH:23]=O)=[C:4]([S:25][CH3:26])[N:3]=1.C(=O)(O)[O-].[K+].Cl.[OH:33][NH2:34]. (3) The reactants are: [CH2:1]([O:8][C:9]1[CH:25]=[CH:24][C:12]([C:13]([NH:15][NH:16][C:17]([O:19][C:20]([CH3:23])([CH3:22])[CH3:21])=[O:18])=O)=[CH:11][CH:10]=1)[C:2]1[CH:7]=[CH:6][CH:5]=[CH:4][CH:3]=1.COC1C=CC(P2(SP(C3C=CC(OC)=CC=3)(=S)S2)=[S:35])=CC=1. Given the product [CH2:1]([O:8][C:9]1[CH:25]=[CH:24][C:12]([C:13]([NH:15][NH:16][C:17]([O:19][C:20]([CH3:23])([CH3:22])[CH3:21])=[O:18])=[S:35])=[CH:11][CH:10]=1)[C:2]1[CH:7]=[CH:6][CH:5]=[CH:4][CH:3]=1, predict the reactants needed to synthesize it. (4) Given the product [NH2:13][C:9]1[C:10]([CH3:12])=[CH:11][C:2]([Cl:1])=[C:3]([CH:8]=1)[C:4]([O:6][CH3:7])=[O:5], predict the reactants needed to synthesize it. The reactants are: [Cl:1][C:2]1[CH:11]=[C:10]([CH3:12])[C:9]([N+:13]([O-])=O)=[CH:8][C:3]=1[C:4]([O:6][CH3:7])=[O:5].